This data is from Catalyst prediction with 721,799 reactions and 888 catalyst types from USPTO. The task is: Predict which catalyst facilitates the given reaction. Reactant: [CH3:1][C:2]1([CH2:13][OH:14])[O:6][C:5]2=[N:7][C:8]([N+:10]([O-:12])=[O:11])=[CH:9][N:4]2[CH2:3]1.[Br:15][C:16]1[CH:17]=[N:18][C:19](Cl)=[N:20][CH:21]=1.[H-].[Na+]. Product: [Br:15][C:16]1[CH:17]=[N:18][C:19]([O:14][CH2:13][C:2]2([CH3:1])[O:6][C:5]3=[N:7][C:8]([N+:10]([O-:12])=[O:11])=[CH:9][N:4]3[CH2:3]2)=[N:20][CH:21]=1. The catalyst class is: 31.